Dataset: Forward reaction prediction with 1.9M reactions from USPTO patents (1976-2016). Task: Predict the product of the given reaction. (1) Given the reactants [Br:1][C:2]1[CH:3]=[C:4]2[C:9](=[CH:10][CH:11]=1)[N:8]=[C:7]([NH:12][C:13]([CH3:16])([CH3:15])[CH3:14])[C:6]([C:17](=[O:30])[CH2:18][C:19]1[CH:24]=[C:23]([CH2:25][C:26]([CH3:29])([CH3:28])[CH3:27])[N:22]=[CH:21][N:20]=1)=[CH:5]2.C(=O)([O-])[O-].[K+].[K+].Br[CH2:38][CH2:39][CH2:40]Cl, predict the reaction product. The product is: [Br:1][C:2]1[CH:3]=[C:4]2[C:9](=[CH:10][CH:11]=1)[N:8]=[C:7]([NH:12][C:13]([CH3:15])([CH3:16])[CH3:14])[C:6]([C:17]1[O:30][CH2:40][CH2:39][CH2:38][C:18]=1[C:19]1[CH:24]=[C:23]([CH2:25][C:26]([CH3:29])([CH3:28])[CH3:27])[N:22]=[CH:21][N:20]=1)=[CH:5]2. (2) Given the reactants [CH3:1][O:2][C:3](=[O:58])[NH:4][CH:5]([C:9]([N:11]1[CH2:15][CH2:14][CH2:13][CH:12]1[C:16]1[NH:17][C:18]([C:21]2[CH:26]=[CH:25][C:24]([C:27]#[C:28][C:29]3[CH:34]=[CH:33][C:32]([C:35]4[NH:36][C:37]([CH:40]5[CH2:44][C:43](F)(F)[CH2:42][N:41]5[C:47](=[O:57])[CH:48]([NH:52][C:53]([O:55][CH3:56])=[O:54])[CH:49]([CH3:51])[CH3:50])=[N:38][CH:39]=4)=[CH:31][CH:30]=3)=[CH:23][CH:22]=2)=[CH:19][N:20]=1)=[O:10])[CH:6]([CH3:8])[CH3:7].CO[C:61](=O)[NH:62]C(C(N1CCCC1C1NC(C2C=CC(Br)=CC=2)=CN=1)=O)C(C)C.COC(=O)N[CH:91](C(N1C(C2NC(C3C=CC(C#C)=CC=3)=CN=2)CC2(CC2)C1)=O)[CH:92](C)C.COC(=O)NC(C(N1CC(F)(F)CC1C1NC(C2C=CC(C#C)=CC=2)=CN=1)=O)C(C)C, predict the reaction product. The product is: [CH3:1][O:2][C:3](=[O:58])[NH:4][CH:5]([C:9]([N:11]1[CH2:15][CH:14]([C:61]#[N:62])[CH2:13][CH:12]1[C:16]1[NH:17][C:18]([C:21]2[CH:26]=[CH:25][C:24]([C:27]#[C:28][C:29]3[CH:34]=[CH:33][C:32]([C:35]4[NH:36][C:37]([CH:40]5[CH2:44][C:43]6([CH2:92][CH2:91]6)[CH2:42][N:41]5[C:47](=[O:57])[CH:48]([NH:52][C:53]([O:55][CH3:56])=[O:54])[CH:49]([CH3:51])[CH3:50])=[N:38][CH:39]=4)=[CH:31][CH:30]=3)=[CH:23][CH:22]=2)=[CH:19][N:20]=1)=[O:10])[CH:6]([CH3:8])[CH3:7]. (3) Given the reactants [Cl:1][C:2]1[CH:3]=[C:4]([N:9]2[CH:13]=[C:12]([NH:14][CH2:15][CH2:16][N:17]3[CH2:22][CH2:21][O:20][CH2:19][CH2:18]3)[N:11]=[N:10]2)[CH:5]=[CH:6][C:7]=1[Cl:8].[N:23]([CH2:26][CH2:27][CH3:28])=[C:24]=[S:25], predict the reaction product. The product is: [Cl:1][C:2]1[CH:3]=[C:4]([N:9]2[CH:13]=[C:12]([N:14]([CH2:15][CH2:16][N:17]3[CH2:22][CH2:21][O:20][CH2:19][CH2:18]3)[C:24]([NH:23][CH2:26][CH2:27][CH3:28])=[S:25])[N:11]=[N:10]2)[CH:5]=[CH:6][C:7]=1[Cl:8]. (4) Given the reactants [Cl:1][C:2]1[C:3]([NH:22][CH:23]=O)=[CH:4][C:5]2[N:9]=[C:8]([CH2:10][CH3:11])[N:7]([C:12]3[CH:17]=[CH:16][C:15]([CH2:18][CH2:19][Cl:20])=[CH:14][CH:13]=3)[C:6]=2[CH:21]=1.S(C)C.CO.Cl, predict the reaction product. The product is: [Cl:1][C:2]1[C:3]([NH:22][CH3:23])=[CH:4][C:5]2[N:9]=[C:8]([CH2:10][CH3:11])[N:7]([C:12]3[CH:13]=[CH:14][C:15]([CH2:18][CH2:19][Cl:20])=[CH:16][CH:17]=3)[C:6]=2[CH:21]=1. (5) Given the reactants Br[C:2]1[CH:7]=[CH:6][C:5](/[C:8](/[CH3:12])=[CH:9]/[CH2:10][OH:11])=[CH:4][CH:3]=1.C(=O)([O-])[O-].[Na+].[Na+].[CH:19]([C:22]1[CH:23]=[CH:24][C:25]([O:31][CH3:32])=[C:26](B(O)O)[CH:27]=1)([CH3:21])[CH3:20], predict the reaction product. The product is: [CH:19]([C:22]1[CH:23]=[CH:24][C:25]([O:31][CH3:32])=[C:26]([C:2]2[CH:7]=[CH:6][C:5]([C:8]([CH3:12])=[CH:9][CH2:10][OH:11])=[CH:4][CH:3]=2)[CH:27]=1)([CH3:21])[CH3:20].